Dataset: Full USPTO retrosynthesis dataset with 1.9M reactions from patents (1976-2016). Task: Predict the reactants needed to synthesize the given product. (1) Given the product [Br:1][C:2]1[CH:3]=[CH:4][C:5]([C:8]2[O:12][N:11]=[C:10]([CH3:13])[C:9]=2[NH:14][CH:24]([CH3:25])[CH2:23][C:20]2[CH:21]=[CH:22][C:17]([O:16][CH3:15])=[CH:18][CH:19]=2)=[CH:6][CH:7]=1, predict the reactants needed to synthesize it. The reactants are: [Br:1][C:2]1[CH:7]=[CH:6][C:5]([C:8]2[O:12][N:11]=[C:10]([CH3:13])[C:9]=2[NH2:14])=[CH:4][CH:3]=1.[CH3:15][O:16][C:17]1[CH:22]=[CH:21][C:20]([CH2:23][C:24](=O)[CH3:25])=[CH:19][CH:18]=1. (2) Given the product [CH3:12][O:6][C:5](=[O:7])[C:4]1[CH:8]=[CH:9][CH:10]=[C:2]([SH:1])[CH:3]=1, predict the reactants needed to synthesize it. The reactants are: [SH:1][C:2]1[CH:3]=[C:4]([CH:8]=[CH:9][CH:10]=1)[C:5]([OH:7])=[O:6].Cl.[CH3:12]O. (3) Given the product [CH3:34][C:2]1[N:37]=[C:5]2[N:6]=[CH:7][C:8]([C:28]3[CH:29]=[CH:30][N:31]=[CH:32][CH:33]=3)=[C:9]([C:10]3[CH:27]=[CH:26][C:13]([O:14][CH2:15][C:16]4[CH:25]=[CH:24][C:23]5[C:18](=[CH:19][CH:20]=[CH:21][CH:22]=5)[N:17]=4)=[CH:12][CH:11]=3)[N:4]2[N:3]=1, predict the reactants needed to synthesize it. The reactants are: C[C:2]1[CH:34]=[C:5]2[N:6]=[CH:7][C:8]([C:28]3[CH:33]=[CH:32][N:31]=[CH:30][CH:29]=3)=[C:9]([C:10]3[CH:27]=[CH:26][C:13]([O:14][CH2:15][C:16]4[CH:25]=[CH:24][C:23]5[C:18](=[CH:19][CH:20]=[CH:21][CH:22]=5)[N:17]=4)=[CH:12][CH:11]=3)[N:4]2[N:3]=1.CC1[N:37]=C(N)NN=1. (4) Given the product [ClH:28].[NH:8]1[CH2:11][CH:10]([N:12]2[CH2:13][CH2:14][C:15]3([O:19][CH2:18][CH2:17][O:16]3)[CH2:20][CH2:21]2)[CH2:9]1, predict the reactants needed to synthesize it. The reactants are: C1(C(C2C=CC=CC=2)[N:8]2[CH2:11][CH:10]([N:12]3[CH2:21][CH2:20][C:15]4([O:19][CH2:18][CH2:17][O:16]4)[CH2:14][CH2:13]3)[CH2:9]2)C=CC=CC=1.[Cl:28]C(OC(Cl)C)=O.CO.